From a dataset of Forward reaction prediction with 1.9M reactions from USPTO patents (1976-2016). Predict the product of the given reaction. (1) Given the reactants I[C:2]1[CH:7]=[CH:6][C:5]([S:8]([NH:11][C:12]2[S:13][CH:14]=[CH:15][N:16]=2)(=[O:10])=[O:9])=[CH:4][CH:3]=1.[CH3:17][C:18]([CH3:23])([CH3:22])[CH2:19][CH2:20][NH2:21].[C:24](=O)([O-])[O-:25].[Na+].[Na+].O.C(=O)([O-])[O-], predict the reaction product. The product is: [CH3:17][C:18]([CH3:23])([CH3:22])[CH2:19][CH2:20][NH:21][C:24](=[O:25])[C:2]1[CH:7]=[CH:6][C:5]([S:8]([NH:11][C:12]2[S:13][CH:14]=[CH:15][N:16]=2)(=[O:10])=[O:9])=[CH:4][CH:3]=1. (2) Given the reactants [NH2:1][CH2:2][CH2:3][CH2:4][N:5]1[C:13]2[C:8](=[CH:9][CH:10]=[CH:11][CH:12]=2)[C:7]2([C:17]3=[CH:18][C:19]4[O:23][CH2:22][O:21][C:20]=4[CH:24]=[C:16]3[O:15][CH2:14]2)[C:6]1=[O:25].C(N(CC)CC)C.[Cl:33][C:34]1[CH:38]=[CH:37][S:36][C:35]=1[C:39](Cl)=[O:40], predict the reaction product. The product is: [Cl:33][C:34]1[CH:38]=[CH:37][S:36][C:35]=1[C:39]([NH:1][CH2:2][CH2:3][CH2:4][N:5]1[C:13]2[C:8](=[CH:9][CH:10]=[CH:11][CH:12]=2)[C:7]2([C:17]3=[CH:18][C:19]4[O:23][CH2:22][O:21][C:20]=4[CH:24]=[C:16]3[O:15][CH2:14]2)[C:6]1=[O:25])=[O:40]. (3) Given the reactants [Cl:1][C:2]1[CH:29]=[CH:28][CH:27]=[CH:26][C:3]=1[C:4]([C:6]1[S:10][C:9]([NH:11][C:12]([C:14]2([C:17]3[CH:25]=[CH:24][C:20]4[O:21][CH2:22][O:23][C:19]=4[CH:18]=3)[CH2:16][CH2:15]2)=[O:13])=[N:8][CH:7]=1)=[O:5].[BH4-].[Na+], predict the reaction product. The product is: [O:23]1[C:19]2[CH:18]=[C:17]([C:14]3([C:12]([NH:11][C:9]4[S:10][C:6]([CH:4]([C:3]5[CH:26]=[CH:27][CH:28]=[CH:29][C:2]=5[Cl:1])[OH:5])=[CH:7][N:8]=4)=[O:13])[CH2:16][CH2:15]3)[CH:25]=[CH:24][C:20]=2[O:21][CH2:22]1. (4) Given the reactants [CH2:1]([C:8]1[N:9]([CH2:20][CH2:21][CH:22]2[CH2:26][CH2:25][CH2:24][N:23]2[CH3:27])[C:10]2[C:15]([CH:16]=1)=[CH:14][CH:13]=[C:12]([N+:17]([O-])=O)[CH:11]=2)[C:2]1[CH:7]=[CH:6][CH:5]=[CH:4][CH:3]=1.I.CS[C:31]([C:33]1[S:34][CH:35]=[CH:36][CH:37]=1)=[NH:32], predict the reaction product. The product is: [CH2:1]([C:8]1[N:9]([CH2:20][CH2:21][CH:22]2[CH2:26][CH2:25][CH2:24][N:23]2[CH3:27])[C:10]2[C:15]([CH:16]=1)=[CH:14][CH:13]=[C:12]([NH:17][C:31]([C:33]1[S:34][CH:35]=[CH:36][CH:37]=1)=[NH:32])[CH:11]=2)[C:2]1[CH:7]=[CH:6][CH:5]=[CH:4][CH:3]=1. (5) Given the reactants [C:1]([NH:5][C:6]([C:8]1[C:16]2[C:11](=[N:12][CH:13]=[C:14]([C:17]3[C:25]4[C:20](=[CH:21][CH:22]=[C:23]([O:26][CH:27]([F:29])[F:28])[CH:24]=4)[N:19]([CH2:30][C:31]4[CH:32]=[N:33][CH:34]=[CH:35][CH:36]=4)[N:18]=3)[N:15]=2)[N:10](COCC[Si](C)(C)C)[CH:9]=1)=[O:7])([CH3:4])([CH3:3])[CH3:2].FC(F)(F)C(O)=O.C(N)CN, predict the reaction product. The product is: [C:1]([NH:5][C:6]([C:8]1[C:16]2[C:11](=[N:12][CH:13]=[C:14]([C:17]3[C:25]4[C:20](=[CH:21][CH:22]=[C:23]([O:26][CH:27]([F:28])[F:29])[CH:24]=4)[N:19]([CH2:30][C:31]4[CH:32]=[N:33][CH:34]=[CH:35][CH:36]=4)[N:18]=3)[N:15]=2)[NH:10][CH:9]=1)=[O:7])([CH3:4])([CH3:2])[CH3:3]. (6) Given the reactants C([O:3][C:4](=O)[C:5]1[CH:10]=[C:9]([O:11][CH2:12][CH2:13][O:14][CH3:15])[C:8]([O:16][CH2:17][CH2:18][O:19][CH3:20])=[CH:7][C:6]=1[N+:21]([O-])=O)C.[CH:25]([O-])=O.[NH4+:28], predict the reaction product. The product is: [CH3:15][O:14][CH2:13][CH2:12][O:11][C:9]1[CH:10]=[C:5]2[C:6](=[CH:7][C:8]=1[O:16][CH2:17][CH2:18][O:19][CH3:20])[N:21]=[CH:25][NH:28][C:4]2=[O:3]. (7) Given the reactants [CH2:1]([N:8]1[C:12]([CH2:13][CH2:14][CH:15]=O)=[CH:11][C:10]([CH2:17][CH2:18][CH3:19])=[N:9]1)[C:2]1[CH:7]=[CH:6][CH:5]=[CH:4][CH:3]=1.[F:20][C:21]1[CH:26]=[CH:25][CH:24]=[CH:23][C:22]=1[N:27]1[CH2:32][CH2:31][NH:30][CH2:29][CH2:28]1.[BH-](OC(C)=O)(OC(C)=O)OC(C)=O.[Na+], predict the reaction product. The product is: [F:20][C:21]1[CH:26]=[CH:25][CH:24]=[CH:23][C:22]=1[N:27]1[CH2:32][CH2:31][N:30]([CH2:15][CH2:14][CH2:13][C:12]2[N:8]([CH2:1][C:2]3[CH:7]=[CH:6][CH:5]=[CH:4][CH:3]=3)[N:9]=[C:10]([CH2:17][CH2:18][CH3:19])[CH:11]=2)[CH2:29][CH2:28]1. (8) Given the reactants [Cl:1][C:2]1[CH:7]=[CH:6][C:5]([CH:8]([C:27]2[CH:32]=[CH:31][C:30]([Cl:33])=[CH:29][CH:28]=2)[C:9]2[CH:10]=[C:11]3[C:16](=[CH:17][CH:18]=2)[NH:15][C:14](=[O:19])[CH:13]=[C:12]3[NH:20][CH:21]2[CH2:26][CH2:25][NH:24][CH2:23][CH2:22]2)=[CH:4][CH:3]=1.C(=O)([O-])[O-].[Cs+].[Cs+].Cl[CH2:41][C:42]([O:44][C:45]([CH3:48])([CH3:47])[CH3:46])=[O:43], predict the reaction product. The product is: [Cl:33][C:30]1[CH:29]=[CH:28][C:27]([CH:8]([C:5]2[CH:6]=[CH:7][C:2]([Cl:1])=[CH:3][CH:4]=2)[C:9]2[CH:10]=[C:11]3[C:16](=[CH:17][CH:18]=2)[NH:15][C:14](=[O:19])[CH:13]=[C:12]3[NH:20][CH:21]2[CH2:22][CH2:23][N:24]([CH2:41][C:42]([O:44][C:45]([CH3:48])([CH3:47])[CH3:46])=[O:43])[CH2:25][CH2:26]2)=[CH:32][CH:31]=1. (9) Given the reactants [CH3:1][O:2][C:3]1[CH:4]=[N:5][C:6]2[CH:7]([N:13]=[N+]=[N-])[CH2:8][CH2:9][CH2:10][C:11]=2[CH:12]=1.[H][H], predict the reaction product. The product is: [CH3:1][O:2][C:3]1[CH:4]=[N:5][C:6]2[CH:7]([NH2:13])[CH2:8][CH2:9][CH2:10][C:11]=2[CH:12]=1.